Dataset: Catalyst prediction with 721,799 reactions and 888 catalyst types from USPTO. Task: Predict which catalyst facilitates the given reaction. (1) Reactant: [N:1]1([CH2:6][CH2:7][CH2:8][NH:9][C:10]([C:12]2[CH:21]=[CH:20][C:19]3[C:14](=[C:15](Br)[CH:16]=[N:17][CH:18]=3)[N:13]=2)=[O:11])[CH:5]=[CH:4][N:3]=[CH:2]1.[Cl:23][C:24]1[CH:25]=[C:26](B(O)O)[CH:27]=[CH:28][CH:29]=1.C(=O)([O-])[O-].[Cs+].[Cs+]. Product: [N:1]1([CH2:6][CH2:7][CH2:8][NH:9][C:10]([C:12]2[CH:21]=[CH:20][C:19]3[C:14](=[C:15]([C:28]4[CH:27]=[CH:26][CH:25]=[C:24]([Cl:23])[CH:29]=4)[CH:16]=[N:17][CH:18]=3)[N:13]=2)=[O:11])[CH:5]=[CH:4][N:3]=[CH:2]1. The catalyst class is: 688. (2) Reactant: C1(C(C2C=CC=CC=2)=[N:8][C@H:9]([C:19]([O:21][CH2:22][CH3:23])=[O:20])[CH2:10][C:11]2[CH:16]=[CH:15][CH:14]=[C:13]([O:17][CH3:18])[CH:12]=2)C=CC=CC=1.Cl. Product: [CH3:18][O:17][C:13]1[CH:12]=[C:11]([CH:16]=[CH:15][CH:14]=1)[CH2:10][C@@H:9]([C:19]([O:21][CH2:22][CH3:23])=[O:20])[NH2:8]. The catalyst class is: 1.